From a dataset of NCI-60 drug combinations with 297,098 pairs across 59 cell lines. Regression. Given two drug SMILES strings and cell line genomic features, predict the synergy score measuring deviation from expected non-interaction effect. Drug 1: CC1C(C(=O)NC(C(=O)N2CCCC2C(=O)N(CC(=O)N(C(C(=O)O1)C(C)C)C)C)C(C)C)NC(=O)C3=C4C(=C(C=C3)C)OC5=C(C(=O)C(=C(C5=N4)C(=O)NC6C(OC(=O)C(N(C(=O)CN(C(=O)C7CCCN7C(=O)C(NC6=O)C(C)C)C)C)C(C)C)C)N)C. Drug 2: CCC1(CC2CC(C3=C(CCN(C2)C1)C4=CC=CC=C4N3)(C5=C(C=C6C(=C5)C78CCN9C7C(C=CC9)(C(C(C8N6C=O)(C(=O)OC)O)OC(=O)C)CC)OC)C(=O)OC)O.OS(=O)(=O)O. Cell line: UACC62. Synergy scores: CSS=17.3, Synergy_ZIP=-5.07, Synergy_Bliss=-5.21, Synergy_Loewe=-5.96, Synergy_HSA=-3.52.